The task is: Predict the reactants needed to synthesize the given product.. This data is from Full USPTO retrosynthesis dataset with 1.9M reactions from patents (1976-2016). (1) The reactants are: C(O[BH-](OC(=O)C)OC(=O)C)(=O)C.[Na+].O=[C:16]1[CH2:21][CH2:20][N:19]([C:22]([O:24][C:25]([CH3:28])([CH3:27])[CH3:26])=[O:23])[CH2:18][CH2:17]1.[CH2:29]([NH2:33])[CH:30]([CH3:32])[CH3:31].C(O)(=O)C.[OH-].[Na+]. Given the product [C:25]([O:24][C:22]([N:19]1[CH2:20][CH2:21][CH:16]([NH:33][CH2:29][CH:30]([CH3:32])[CH3:31])[CH2:17][CH2:18]1)=[O:23])([CH3:28])([CH3:27])[CH3:26], predict the reactants needed to synthesize it. (2) Given the product [CH3:11][N:8]1[C:6]2[N:7]=[C:2]([C:18]3[CH:19]=[N:20][C:15]([C:14]([F:25])([F:24])[F:13])=[CH:16][CH:17]=3)[NH:3][C:4](=[O:12])[C:5]=2[CH:10]=[CH:9]1, predict the reactants needed to synthesize it. The reactants are: Cl[C:2]1[NH:3][C:4](=[O:12])[C:5]2[CH:10]=[CH:9][N:8]([CH3:11])[C:6]=2[N:7]=1.[F:13][C:14]([F:25])([F:24])[C:15]1[N:20]=[CH:19][C:18](B(O)O)=[CH:17][CH:16]=1.ClCCl.C(=O)([O-])[O-].[Na+].[Na+]. (3) Given the product [CH3:25][C:24]1[CH:26]=[CH:27][C:21]([S:18]([O:16][CH2:15][C@H:12]2[CH2:11][CH2:10][C@H:9]([CH2:8][NH:7][C:6]([O:5][C:1]([CH3:4])([CH3:2])[CH3:3])=[O:17])[CH2:14][CH2:13]2)(=[O:20])=[O:19])=[CH:22][CH:23]=1, predict the reactants needed to synthesize it. The reactants are: [C:1]([O:5][C:6](=[O:17])[NH:7][CH2:8][C@H:9]1[CH2:14][CH2:13][C@H:12]([CH2:15][OH:16])[CH2:11][CH2:10]1)([CH3:4])([CH3:3])[CH3:2].[S:18](Cl)([C:21]1[CH:27]=[CH:26][C:24]([CH3:25])=[CH:23][CH:22]=1)(=[O:20])=[O:19].O. (4) Given the product [Cl:1][C:2]1[C:10]2[N:9]=[C:8]([CH:11]([CH3:13])[CH3:12])[N:7]([C:20]3[CH:19]=[CH:18][CH:17]=[C:16]([O:15][CH3:14])[CH:21]=3)[C:6]=2[CH:5]=[CH:4][CH:3]=1, predict the reactants needed to synthesize it. The reactants are: [Cl:1][C:2]1[C:10]2[N:9]=[C:8]([CH:11]([CH3:13])[CH3:12])[NH:7][C:6]=2[CH:5]=[CH:4][CH:3]=1.[CH3:14][O:15][C:16]1[CH:17]=[C:18](B(O)O)[CH:19]=[CH:20][CH:21]=1.N1C=CC=CC=1. (5) Given the product [NH2:14][CH2:13][CH2:12][CH2:11][CH2:10][CH2:9][NH:8][C:6]([CH2:38][O:37][CH2:36][CH2:35][O:34][CH2:33][CH2:32][NH:31][C:30]([CH2:29][O:28][CH2:27][CH2:26][O:25][CH2:24][CH2:23][NH:22][C:21]([CH2:20][CH2:19][C@H:18]([NH:51][C:52]([CH2:54][CH2:55][CH2:56][CH2:57][CH2:58][CH2:59][CH2:60][CH2:61][CH2:62][CH2:63][CH2:64][CH2:65][CH2:66][CH2:67][CH2:68][CH2:69][C:70]([OH:72])=[O:71])=[O:53])[C:15]([OH:17])=[O:16])=[O:50])=[O:49])=[O:7], predict the reactants needed to synthesize it. The reactants are: C(O[C:6]([NH:8][CH2:9][CH2:10][CH2:11][CH2:12][CH2:13][NH2:14])=[O:7])(C)(C)C.[C:15]([C@@H:18]([NH:51][C:52]([CH2:54][CH2:55][CH2:56][CH2:57][CH2:58][CH2:59][CH2:60][CH2:61][CH2:62][CH2:63][CH2:64][CH2:65][CH2:66][CH2:67][CH2:68][CH2:69][C:70]([OH:72])=[O:71])=[O:53])[CH2:19][CH2:20][C:21](=[O:50])[NH:22][CH2:23][CH2:24][O:25][CH2:26][CH2:27][O:28][CH2:29][C:30](=[O:49])[NH:31][CH2:32][CH2:33][O:34][CH2:35][CH2:36][O:37][CH2:38]C(ON1C(=O)CCC1=O)=O)([OH:17])=[O:16].CCN(C(C)C)C(C)C. (6) The reactants are: Cl[C:2]1[CH:3]=[C:4]2[C:12](=[O:13])[C:11]3[CH:14]=[C:15]([CH2:18][S:19]([N:22]([CH3:24])[CH3:23])(=[O:21])=[O:20])[CH:16]=[CH:17][C:10]=3[CH:9]=[CH:8][C:5]2=[N:6][CH:7]=1.[CH3:25][N:26]1[CH:30]=[C:29](B2OC(C)(C)C(C)(C)O2)[CH:28]=[N:27]1.F[B-](F)(F)F.C([PH+](C(C)(C)C)C(C)(C)C)(C)(C)C.[F-].[K+]. Given the product [CH3:23][N:22]([CH3:24])[S:19]([CH2:18][C:15]1[CH:16]=[CH:17][C:10]2[CH:9]=[CH:8][C:5]3=[N:6][CH:7]=[C:2]([C:29]4[CH:28]=[N:27][N:26]([CH3:25])[CH:30]=4)[CH:3]=[C:4]3[C:12](=[O:13])[C:11]=2[CH:14]=1)(=[O:21])=[O:20], predict the reactants needed to synthesize it. (7) Given the product [CH3:1][C:2]1[N:3]=[CH:4][C:5]([NH:13][C:17](=[O:21])[O:43][C:39]([CH3:42])([CH3:41])[CH3:40])=[CH:9][CH:10]=1, predict the reactants needed to synthesize it. The reactants are: [CH3:1][C:2]1[CH:10]=[CH:9][C:5](C(O)=O)=[CH:4][N:3]=1.CC[N:13]([CH:17](C)C)C(C)C.P(N=[N+]=[N-])(=O)(OC1C=CC=CC=1)[O:21]C1C=CC=CC=1.[C:39]([OH:43])([CH3:42])([CH3:41])[CH3:40].[NH4+].[Cl-]. (8) Given the product [N:32]1([C:41](=[O:50])/[CH:42]=[CH:43]/[C@@H:44]([NH:49][C:65]([C:59]2([NH:58][C:56](=[O:57])[O:55][C:51]([CH3:53])([CH3:52])[CH3:54])[CH2:60][CH2:61][O:62][CH2:63][CH2:64]2)=[O:66])[CH2:45][CH:46]([CH3:48])[CH3:47])[C:40]2[C:35](=[CH:36][CH:37]=[CH:38][CH:39]=2)[CH2:34][CH2:33]1, predict the reactants needed to synthesize it. The reactants are: C(P1(=O)OP(CCC)(=O)OP(CCC)(=O)O1)CC.CCOC(C)=O.FC(F)(F)C(O)=O.[N:32]1([C:41](=[O:50])/[CH:42]=[CH:43]/[C@@H:44]([NH2:49])[CH2:45][CH:46]([CH3:48])[CH3:47])[C:40]2[C:35](=[CH:36][CH:37]=[CH:38][CH:39]=2)[CH2:34][CH2:33]1.[C:51]([O:55][C:56]([NH:58][C:59]1([C:65](O)=[O:66])[CH2:64][CH2:63][O:62][CH2:61][CH2:60]1)=[O:57])([CH3:54])([CH3:53])[CH3:52].CCN(CC)CC. (9) Given the product [Br:1][C:2]1[CH:3]=[N:4][N:5]([CH3:18])[C:6]=1[C:7]1[CH:12]=[C:11]([NH2:13])[CH:10]=[CH:9][C:8]=1[O:16][CH3:17], predict the reactants needed to synthesize it. The reactants are: [Br:1][C:2]1[CH:3]=[N:4][N:5]([CH3:18])[C:6]=1[C:7]1[CH:12]=[C:11]([N+:13]([O-])=O)[CH:10]=[CH:9][C:8]=1[O:16][CH3:17].CCOC(C)=O.CCCCCC.